This data is from NCI-60 drug combinations with 297,098 pairs across 59 cell lines. The task is: Regression. Given two drug SMILES strings and cell line genomic features, predict the synergy score measuring deviation from expected non-interaction effect. (1) Drug 1: C1=NNC2=C1C(=O)NC=N2. Drug 2: N.N.Cl[Pt+2]Cl. Cell line: RXF 393. Synergy scores: CSS=9.92, Synergy_ZIP=-7.15, Synergy_Bliss=-9.50, Synergy_Loewe=-28.6, Synergy_HSA=-10.7. (2) Drug 1: COC1=CC(=CC(=C1O)OC)C2C3C(COC3=O)C(C4=CC5=C(C=C24)OCO5)OC6C(C(C7C(O6)COC(O7)C8=CC=CS8)O)O. Drug 2: C1=NNC2=C1C(=O)NC=N2. Cell line: DU-145. Synergy scores: CSS=26.7, Synergy_ZIP=-0.116, Synergy_Bliss=2.09, Synergy_Loewe=-12.9, Synergy_HSA=3.62. (3) Drug 1: CC1OCC2C(O1)C(C(C(O2)OC3C4COC(=O)C4C(C5=CC6=C(C=C35)OCO6)C7=CC(=C(C(=C7)OC)O)OC)O)O. Drug 2: CC1C(C(CC(O1)OC2CC(CC3=C2C(=C4C(=C3O)C(=O)C5=C(C4=O)C(=CC=C5)OC)O)(C(=O)CO)O)N)O.Cl. Cell line: TK-10. Synergy scores: CSS=57.9, Synergy_ZIP=3.03, Synergy_Bliss=1.70, Synergy_Loewe=5.93, Synergy_HSA=8.07. (4) Drug 1: CC12CCC(CC1=CCC3C2CCC4(C3CC=C4C5=CN=CC=C5)C)O. Drug 2: CC12CCC3C(C1CCC2OP(=O)(O)O)CCC4=C3C=CC(=C4)OC(=O)N(CCCl)CCCl.[Na+]. Cell line: UO-31. Synergy scores: CSS=4.51, Synergy_ZIP=-9.70, Synergy_Bliss=-19.8, Synergy_Loewe=-22.6, Synergy_HSA=-17.7. (5) Drug 1: C1=C(C(=O)NC(=O)N1)F. Drug 2: C1CC(C1)(C(=O)O)C(=O)O.[NH2-].[NH2-].[Pt+2]. Cell line: HCT-15. Synergy scores: CSS=34.8, Synergy_ZIP=-4.30, Synergy_Bliss=-7.98, Synergy_Loewe=-13.4, Synergy_HSA=-5.24.